From a dataset of Forward reaction prediction with 1.9M reactions from USPTO patents (1976-2016). Predict the product of the given reaction. (1) Given the reactants C(OC(=O)[NH:7][C@H:8]([CH:13]([OH:26])[C:14]1([C:20]2[CH:25]=[CH:24][CH:23]=[CH:22][CH:21]=2)[S:19][CH2:18][CH2:17][CH2:16][S:15]1)[CH2:9][CH2:10][CH2:11][CH3:12])(C)(C)C.Cl, predict the reaction product. The product is: [NH2:7][C@@H:8]([CH2:9][CH2:10][CH2:11][CH3:12])[CH:13]([C:14]1([C:20]2[CH:25]=[CH:24][CH:23]=[CH:22][CH:21]=2)[S:15][CH2:16][CH2:17][CH2:18][S:19]1)[OH:26]. (2) Given the reactants [C:1]([C:3]1[CH:4]=[CH:5][C:6]2[N:7]([C:9]([C:12]([NH:14][C:15]3[CH:20]=[C:19]([C:21]4[N:25]=[C:24]([CH:26]5[CH2:29][C:28]([F:31])([F:30])[CH2:27]5)[O:23][N:22]=4)[CH:18]=[CH:17][C:16]=3[F:32])=[O:13])=[CH:10][N:11]=2)[CH:8]=1)#[N:2].C([O-])([O-])=O.[Cs+].[Cs+].Cl.[C:40](=[NH:43])([NH2:42])[CH3:41], predict the reaction product. The product is: [F:30][C:28]1([F:31])[CH2:27][CH:26]([C:24]2[O:23][N:22]=[C:21]([C:19]3[CH:18]=[CH:17][C:16]([F:32])=[C:15]([NH:14][C:12]([C:9]4[N:7]5[CH:8]=[C:3]([C:1]6[NH:43][C:40]([CH3:41])=[N:42][N:2]=6)[CH:4]=[CH:5][C:6]5=[N:11][CH:10]=4)=[O:13])[CH:20]=3)[N:25]=2)[CH2:29]1. (3) Given the reactants [CH2:1]([O:3][C:4]([CH:6]1[CH2:11][CH2:10][NH:9][CH2:8][CH2:7]1)=[O:5])[CH3:2].[CH3:12][C:13]([O:16][C:17](O[C:17]([O:16][C:13]([CH3:15])([CH3:14])[CH3:12])=[O:18])=[O:18])([CH3:15])[CH3:14], predict the reaction product. The product is: [CH2:1]([O:3][C:4]([CH:6]1[CH2:11][CH2:10][N:9]([C:17]([O:16][C:13]([CH3:15])([CH3:14])[CH3:12])=[O:18])[CH2:8][CH2:7]1)=[O:5])[CH3:2]. (4) Given the reactants [O:1]=[C:2]1[CH:6]=[CH:5][C:4](=[O:7])[N:3]1[CH2:8][CH2:9][C:10]([O:12]N1C(=O)CCC1=O)=O.[NH2:20][CH2:21][CH2:22][CH2:23][O:24][CH2:25][CH2:26][O:27][CH2:28][CH2:29][O:30][CH2:31][CH2:32][CH2:33][NH:34][C:35]1[CH:85]=[CH:84][C:38]([C:39]([C:41]2[CH:83]=[CH:82][C:44]([O:45][CH2:46][CH2:47][CH2:48][NH:49][C:50](=[O:81])[CH2:51][CH2:52][O:53][CH2:54][CH2:55][O:56][CH2:57][CH2:58][O:59][CH2:60][CH2:61][O:62][CH2:63][CH2:64][NH:65][C:66](=[O:80])[CH2:67][CH2:68][CH2:69][CH2:70][CH:71]3[CH:78]4[CH:74]([NH:75][C:76](=[O:79])[NH:77]4)[CH2:73][S:72]3)=[CH:43][CH:42]=2)=[O:40])=[CH:37][CH:36]=1, predict the reaction product. The product is: [O:7]=[C:4]1[CH:5]=[CH:6][C:2](=[O:1])[N:3]1[CH2:8][CH2:9][C:10](=[O:12])[NH:20][CH2:21][CH2:22][CH2:23][O:24][CH2:25][CH2:26][O:27][CH2:28][CH2:29][O:30][CH2:31][CH2:32][CH2:33][NH:34][C:35]1[CH:36]=[CH:37][C:38]([C:39]([C:41]2[CH:83]=[CH:82][C:44]([O:45][CH2:46][CH2:47][CH2:48][NH:49][C:50](=[O:81])[CH2:51][CH2:52][O:53][CH2:54][CH2:55][O:56][CH2:57][CH2:58][O:59][CH2:60][CH2:61][O:62][CH2:63][CH2:64][NH:65][C:66](=[O:80])[CH2:67][CH2:68][CH2:69][CH2:70][CH:71]3[CH:78]4[CH:74]([NH:75][C:76](=[O:79])[NH:77]4)[CH2:73][S:72]3)=[CH:43][CH:42]=2)=[O:40])=[CH:84][CH:85]=1.